From a dataset of Catalyst prediction with 721,799 reactions and 888 catalyst types from USPTO. Predict which catalyst facilitates the given reaction. (1) Reactant: [CH3:1][O:2][C:3]1[CH:11]=[C:10]2[C:6]([C:7]([C:12]([O:14]CC)=[O:13])=[N:8][NH:9]2)=[CH:5][CH:4]=1.[OH-].[Na+]. Product: [CH3:1][O:2][C:3]1[CH:11]=[C:10]2[C:6]([C:7]([C:12]([OH:14])=[O:13])=[N:8][NH:9]2)=[CH:5][CH:4]=1. The catalyst class is: 5. (2) Reactant: Br[C:2]1[CH:3]=[CH:4][C:5]2[N:13]([CH2:14][CH:15]([CH3:17])[CH3:16])[CH2:12][CH2:11][CH2:10][CH2:9][C:8]([C:18]([O:20][CH3:21])=[O:19])=[CH:7][C:6]=2[CH:22]=1.[CH2:23]([O:27][CH2:28][CH2:29][O:30][C:31]1[CH:36]=[CH:35][C:34](OB(O)O)=[CH:33][CH:32]=1)[CH2:24][CH2:25][CH3:26].C(=O)([O-])[O-].[K+].[K+]. Product: [CH2:23]([O:27][CH2:28][CH2:29][O:30][C:31]1[CH:32]=[CH:33][C:34]([C:2]2[CH:3]=[CH:4][C:5]3[N:13]([CH2:14][CH:15]([CH3:17])[CH3:16])[CH2:12][CH2:11][CH2:10][CH2:9][C:8]([C:18]([O:20][CH3:21])=[O:19])=[CH:7][C:6]=3[CH:22]=2)=[CH:35][CH:36]=1)[CH2:24][CH2:25][CH3:26]. The catalyst class is: 460. (3) Reactant: O.[CH3:2][C:3]1([CH3:12])[CH2:8][C:7](=[O:9])[CH2:6][C:5]([CH3:11])([CH3:10])[NH:4]1.[CH3:13][I:14]. Product: [IH:14].[CH3:13][N:4]1[C:5]([CH3:11])([CH3:10])[CH2:6][C:7](=[O:9])[CH2:8][C:3]1([CH3:12])[CH3:2]. The catalyst class is: 32. (4) The catalyst class is: 377. Product: [Br:1][C:2]1[CH:7]=[CH:6][C:5]([S:8]([NH:21][C@@H:18]([CH2:19][CH3:20])[C:17]([F:23])([F:22])[F:16])(=[O:10])=[O:9])=[C:4]([F:12])[C:3]=1[CH:13]([F:15])[F:14]. Reactant: [Br:1][C:2]1[CH:7]=[CH:6][C:5]([S:8](Cl)(=[O:10])=[O:9])=[C:4]([F:12])[C:3]=1[CH:13]([F:15])[F:14].[F:16][C:17]([F:23])([F:22])[C@@H:18]([NH2:21])[CH2:19][CH3:20].